This data is from Forward reaction prediction with 1.9M reactions from USPTO patents (1976-2016). The task is: Predict the product of the given reaction. (1) Given the reactants [F:1][C:2]1[CH:7]=[CH:6][C:5]([C:8]2[CH2:12][CH:11]([CH2:13][CH2:14][CH2:15][CH:16]=O)[O:10][N:9]=2)=[CH:4][CH:3]=1.Cl.[CH3:19][O:20][C:21]1[CH:26]=[CH:25][CH:24]=[CH:23][C:22]=1[N:27]1[CH2:32][CH2:31][NH:30][CH2:29][CH2:28]1.[BH-](OC(C)=O)(OC(C)=O)OC(C)=O.[Na+].C(N(C(C)C)CC)(C)C, predict the reaction product. The product is: [F:1][C:2]1[CH:3]=[CH:4][C:5]([C:8]2[CH2:12][CH:11]([CH2:13][CH2:14][CH2:15][CH2:16][N:30]3[CH2:29][CH2:28][N:27]([C:22]4[CH:23]=[CH:24][CH:25]=[CH:26][C:21]=4[O:20][CH3:19])[CH2:32][CH2:31]3)[O:10][N:9]=2)=[CH:6][CH:7]=1. (2) Given the reactants [C:1]1([SH:7])[CH:6]=[CH:5][CH:4]=[CH:3][CH:2]=1.[OH-].[Na+].Cl[C:11]1[N:16]=[C:15]([N:17]2[CH2:22][CH2:21][O:20][CH2:19][CH2:18]2)[N:14]=[C:13]([N:23]2[C:27]3[CH:28]=[CH:29][CH:30]=[CH:31][C:26]=3[N:25]=[C:24]2[CH:32]([F:34])[F:33])[N:12]=1.COCCOCCN(CCOCCOC)CCOCCOC, predict the reaction product. The product is: [F:34][CH:32]([F:33])[C:24]1[N:23]([C:13]2[N:14]=[C:15]([N:17]3[CH2:18][CH2:19][O:20][CH2:21][CH2:22]3)[N:16]=[C:11]([S:7][C:1]3[CH:6]=[CH:5][CH:4]=[CH:3][CH:2]=3)[N:12]=2)[C:27]2[CH:28]=[CH:29][CH:30]=[CH:31][C:26]=2[N:25]=1. (3) Given the reactants [C:1]([O:5][C:6]([C@@H:8]([NH:13][CH2:14][CH2:15][NH:16][CH2:17][C:18]1[N:23]=[C:22]([C:24]([O:26][CH3:27])=[O:25])[CH:21]=[CH:20][CH:19]=1)[C:9]([CH3:12])([CH3:11])[CH3:10])=[O:7])([CH3:4])([CH3:3])[CH3:2].[C:28](=O)(OC1C=CC([N+]([O-])=O)=CC=1)[O:29]C1C=CC([N+]([O-])=O)=CC=1.C(=O)(O)[O-].[Na+], predict the reaction product. The product is: [C:1]([O:5][C:6]([C@@H:8]([N:13]1[CH2:14][CH2:15][N:16]([CH2:17][C:18]2[N:23]=[C:22]([C:24]([O:26][CH3:27])=[O:25])[CH:21]=[CH:20][CH:19]=2)[C:28]1=[O:29])[C:9]([CH3:12])([CH3:11])[CH3:10])=[O:7])([CH3:2])([CH3:3])[CH3:4]. (4) Given the reactants [F:1][C:2]1[C:3]([CH2:14][N:15]([CH3:23])[C:16](=[O:22])[O:17][C:18]([CH3:21])([CH3:20])[CH3:19])=[CH:4][NH:5][C:6]=1[C:7]1[C:8]([F:13])=[N:9][CH:10]=[CH:11][CH:12]=1.[H-].[Na+].C1OCCOCCOCCOCCOC1.[CH3:41][N:42]1[C:46]([CH3:47])=[C:45]([S:48](Cl)(=[O:50])=[O:49])[CH:44]=[N:43]1, predict the reaction product. The product is: [CH3:41][N:42]1[C:46]([CH3:47])=[C:45]([S:48]([N:5]2[C:6]([C:7]3[C:8]([F:13])=[N:9][CH:10]=[CH:11][CH:12]=3)=[C:2]([F:1])[C:3]([CH2:14][N:15]([CH3:23])[C:16](=[O:22])[O:17][C:18]([CH3:19])([CH3:20])[CH3:21])=[CH:4]2)(=[O:50])=[O:49])[CH:44]=[N:43]1. (5) Given the reactants [CH2:1]([C:3]1[N:7]([CH3:8])[C:6]2[CH:9]=[C:10]([N:13]3[CH:18]=[CH:17][C:16]([OH:19])=[CH:15][C:14]3=[O:20])[CH:11]=[CH:12][C:5]=2[N:4]=1)[CH3:2].[F:21][C:22]1[S:26][CH:25]=[C:24]([CH2:27][OH:28])[CH:23]=1.[CH2:38](P([CH2:38][CH2:39][CH2:40][CH3:41])[CH2:38][CH2:39][CH2:40][CH3:41])[CH2:39][CH2:40][CH3:41].N(C(N1CCCCC1)=O)=NC(N1CCCCC1)=O, predict the reaction product. The product is: [CH2:1]([C:3]1[N:7]([CH3:8])[C:6]2[CH:9]=[C:10]([N:13]3[CH:18]=[CH:17][C:16]([O:19][CH2:27][C:24]4[CH:23]=[C:22]([F:21])[S:26][CH:25]=4)=[CH:15][C:14]3=[O:20])[CH:11]=[CH:12][C:5]=2[N:4]=1)[CH3:2].[CH2:1]([C:3]1[N:7]([CH3:8])[C:6]2[CH:9]=[C:10]([N:13]3[CH:18]=[CH:17][C:16]([O:19][CH2:41][C:40]4[CH:39]=[CH:38][S:26][C:22]=4[F:21])=[CH:15][C:14]3=[O:20])[CH:11]=[CH:12][C:5]=2[N:4]=1)[CH3:2].[CH2:1]([C:3]1[N:7]([CH3:8])[C:6]2[CH:9]=[C:10]([N:13]3[CH:18]=[CH:17][C:16]([O:28][CH2:27][C:24]4[CH:23]=[CH:22][S:26][CH:25]=4)=[CH:15][C:14]3=[O:20])[CH:11]=[CH:12][C:5]=2[N:4]=1)[CH3:2].